This data is from NCI-60 drug combinations with 297,098 pairs across 59 cell lines. The task is: Regression. Given two drug SMILES strings and cell line genomic features, predict the synergy score measuring deviation from expected non-interaction effect. (1) Drug 1: CC(C1=C(C=CC(=C1Cl)F)Cl)OC2=C(N=CC(=C2)C3=CN(N=C3)C4CCNCC4)N. Drug 2: C1=C(C(=O)NC(=O)N1)F. Cell line: NCIH23. Synergy scores: CSS=34.6, Synergy_ZIP=-9.51, Synergy_Bliss=-13.5, Synergy_Loewe=-9.21, Synergy_HSA=-8.76. (2) Drug 1: COC1=C2C(=CC3=C1OC=C3)C=CC(=O)O2. Drug 2: N.N.Cl[Pt+2]Cl. Cell line: HCT-15. Synergy scores: CSS=35.3, Synergy_ZIP=-5.59, Synergy_Bliss=-5.31, Synergy_Loewe=-0.308, Synergy_HSA=-2.80.